The task is: Predict which catalyst facilitates the given reaction.. This data is from Catalyst prediction with 721,799 reactions and 888 catalyst types from USPTO. Reactant: [O:1]1[CH2:3][CH:2]1[C:4]1[CH:9]=[CH:8][C:7]([C:10]2[N:14]=[C:13]([C:15]3[O:19][N:18]=[C:17]([C:20]4[CH:25]=[CH:24][CH:23]=[CH:22][CH:21]=4)[C:16]=3[C:26]([F:29])([F:28])[F:27])[O:12][N:11]=2)=[CH:6][CH:5]=1.[NH:30]1[CH2:35][CH2:34][O:33][CH2:32][CH:31]1[CH2:36][C:37]([O:39]CC)=[O:38]. Product: [OH:1][CH:2]([C:4]1[CH:5]=[CH:6][C:7]([C:10]2[N:14]=[C:13]([C:15]3[O:19][N:18]=[C:17]([C:20]4[CH:25]=[CH:24][CH:23]=[CH:22][CH:21]=4)[C:16]=3[C:26]([F:28])([F:27])[F:29])[O:12][N:11]=2)=[CH:8][CH:9]=1)[CH2:3][N:30]1[CH2:35][CH2:34][O:33][CH2:32][CH:31]1[CH2:36][C:37]([OH:39])=[O:38]. The catalyst class is: 8.